Dataset: Reaction yield outcomes from USPTO patents with 853,638 reactions. Task: Predict the reaction yield, written as a fraction of the theoretical maximum amount of product (1.0 means a 100% yield; for example, 0.34 means a 34% yield). (1) The reactants are [CH2:1]([O:8][C:9]1[C:14](=[O:15])[N:13]=[C:12]([CH2:16][C:17]2[CH:22]=[CH:21][C:20]([Cl:23])=[CH:19][C:18]=2Br)[N:11]2[CH2:25][CH2:26][N:27]([CH:30]([CH3:32])[CH3:31])[C:28](=[O:29])[C:10]=12)[C:2]1[CH:7]=[CH:6][CH:5]=[CH:4][CH:3]=1.[N:33]1[CH:38]=[CH:37][C:36](B(O)O)=[CH:35][CH:34]=1.C(=O)([O-])[O-].[K+].[K+].C1(P(C2CCCCC2)C2C=CC=CC=2C2C(OC)=CC=CC=2OC)CCCCC1. The catalyst is O1CCOCC1. The yield is 0.511. The product is [CH2:1]([O:8][C:9]1[C:14](=[O:15])[N:13]=[C:12]([CH2:16][C:17]2[CH:22]=[CH:21][C:20]([Cl:23])=[CH:19][C:18]=2[C:36]2[CH:37]=[CH:38][N:33]=[CH:34][CH:35]=2)[N:11]2[CH2:25][CH2:26][N:27]([CH:30]([CH3:32])[CH3:31])[C:28](=[O:29])[C:10]=12)[C:2]1[CH:7]=[CH:6][CH:5]=[CH:4][CH:3]=1. (2) The reactants are C([C:4]1([CH:8]([O:10][CH:11]2[CH2:16][CH2:15][CH:14]([N:17]3[C:22](=[O:23])[C:21]([CH2:24][C:25]4[CH:30]=[CH:29][C:28]([C:31]5[C:32]([C:37]#[N:38])=[CH:33][CH:34]=[CH:35][CH:36]=5)=[CH:27][C:26]=4[F:39])=[C:20]([CH2:40][CH2:41][CH3:42])[N:19]4[N:43]=[CH:44][N:45]=[C:18]34)[CH2:13][CH2:12]2)[CH3:9])[CH2:7][CH2:6][CH2:5]1)(=O)C.OO.FC(F)(F)C(OC(=O)C(F)(F)F)=[O:51].C(=O)([O-])O.[Na+].S([O-])([O-])(=O)=S.[Na+].[Na+]. The catalyst is C(Cl)(Cl)Cl. The product is [F:39][C:26]1[CH:27]=[C:28]([C:31]2[C:32]([C:37]#[N:38])=[CH:33][CH:34]=[CH:35][CH:36]=2)[CH:29]=[CH:30][C:25]=1[CH2:24][C:21]1[C:22](=[O:23])[N:17]([C@H:14]2[CH2:13][CH2:12][C@H:11]([O:10][CH:8]([C:4]3([OH:51])[CH2:7][CH2:6][CH2:5]3)[CH3:9])[CH2:16][CH2:15]2)[C:18]2[N:19]([N:43]=[CH:44][N:45]=2)[C:20]=1[CH2:40][CH2:41][CH3:42]. The yield is 0.120. (3) The reactants are [OH:1][NH2:2].C([O:5][C:6](=O)[CH2:7][CH2:8][CH2:9][CH2:10][CH2:11][CH:12]=[C:13]([C:20]1[CH:25]=[CH:24][CH:23]=[CH:22][N:21]=1)[C:14]1[CH:19]=[CH:18][CH:17]=[CH:16][N:15]=1)C. The catalyst is CO. The product is [OH:1][NH:2][C:6](=[O:5])[CH2:7][CH2:8][CH2:9][CH2:10][CH2:11][CH:12]=[C:13]([C:20]1[CH:25]=[CH:24][CH:23]=[CH:22][N:21]=1)[C:14]1[CH:19]=[CH:18][CH:17]=[CH:16][N:15]=1. The yield is 0.180. (4) The reactants are [F:1][C:2]1[CH:7]=[CH:6][C:5]([CH3:8])=[CH:4][N:3]=1.[I:9]I. The catalyst is C1COCC1. The product is [F:1][C:2]1[C:7]([I:9])=[CH:6][C:5]([CH3:8])=[CH:4][N:3]=1. The yield is 0.660. (5) The reactants are [F:1][C:2]1[CH:7]=[CH:6][C:5]([C:8]2[N:12]=[N:11][N:10]([CH3:13])[C:9]=2[C:14]#[C:15][C:16]2[CH:24]=[CH:23][C:19]([C:20](O)=[O:21])=[CH:18][N:17]=2)=[CH:4][CH:3]=1.CN(C(O[N:33]1N=N[C:35]2C=CC=[CH:39][C:34]1=2)=[N+](C)C)C.[B-](F)(F)(F)F.CCN(C(C)C)C(C)C.C(N)(C)C. The catalyst is CN(C=O)C. The product is [F:1][C:2]1[CH:7]=[CH:6][C:5]([C:8]2[N:12]=[N:11][N:10]([CH3:13])[C:9]=2[C:14]#[C:15][C:16]2[CH:24]=[CH:23][C:19]([C:20]([NH:33][CH:34]([CH3:39])[CH3:35])=[O:21])=[CH:18][N:17]=2)=[CH:4][CH:3]=1. The yield is 0.500. (6) The reactants are [N:1]([C:4]1[C:5]2[NH:12][CH:11]=[C:10]([C@@H:13]3[N:17]([C:18]([O:20][C:21]([CH3:24])([CH3:23])[CH3:22])=[O:19])[C@@H:16]4[CH2:25][O:26][Si:27]([CH:40]([CH3:42])[CH3:41])([CH:37]([CH3:39])[CH3:38])[O:28][Si:29]([CH:34]([CH3:36])[CH3:35])([CH:31]([CH3:33])[CH3:32])[O:30][C@H:15]4[C@H:14]3[O:43][C:44](=[O:57])[C@@H:45]([NH:49][C:50]([O:52][C:53]([CH3:56])([CH3:55])[CH3:54])=[O:51])[CH:46]([CH3:48])[CH3:47])[C:6]=2[N:7]=[CH:8][N:9]=1)=[N+]=[N-]. The catalyst is [Pd].C(O)C. The product is [NH2:1][C:4]1[C:5]2[NH:12][CH:11]=[C:10]([C@@H:13]3[N:17]([C:18]([O:20][C:21]([CH3:24])([CH3:23])[CH3:22])=[O:19])[C@@H:16]4[CH2:25][O:26][Si:27]([CH:40]([CH3:42])[CH3:41])([CH:37]([CH3:39])[CH3:38])[O:28][Si:29]([CH:31]([CH3:33])[CH3:32])([CH:34]([CH3:35])[CH3:36])[O:30][C@H:15]4[C@H:14]3[O:43][C:44](=[O:57])[C@@H:45]([NH:49][C:50]([O:52][C:53]([CH3:54])([CH3:55])[CH3:56])=[O:51])[CH:46]([CH3:47])[CH3:48])[C:6]=2[N:7]=[CH:8][N:9]=1. The yield is 0.960. (7) The reactants are COC1C=C(OC)C=CC=1C[NH:6][C:7]1[S:11][N:10]=[CH:9][N:8]=1.[Li].Cl[S:20]([C:23]1[CH:31]=[CH:30][C:26]([C:27]([OH:29])=[O:28])=[CH:25][C:24]=1[F:32])(=[O:22])=[O:21]. The catalyst is C1COCC1.[Cl-].[Na+].O. The product is [F:32][C:24]1[CH:25]=[C:26]([CH:30]=[CH:31][C:23]=1[S:20]([NH:6][C:7]1[S:11][N:10]=[CH:9][N:8]=1)(=[O:22])=[O:21])[C:27]([OH:29])=[O:28]. The yield is 0.160. (8) The reactants are [OH:1][CH:2]1[CH2:5][CH:4]([C:6]([N:8]([O:10][CH3:11])[CH3:9])=[O:7])[CH2:3]1.[C:12]([Si:16](Cl)([C:23]1[CH:28]=[CH:27][CH:26]=[CH:25][CH:24]=1)[C:17]1[CH:22]=[CH:21][CH:20]=[CH:19][CH:18]=1)([CH3:15])([CH3:14])[CH3:13].N1C=CN=C1. The catalyst is CN(C=O)C.ClCCl. The product is [Si:16]([O:1][CH:2]1[CH2:5][CH:4]([C:6]([N:8]([O:10][CH3:11])[CH3:9])=[O:7])[CH2:3]1)([C:12]([CH3:15])([CH3:14])[CH3:13])([C:23]1[CH:24]=[CH:25][CH:26]=[CH:27][CH:28]=1)[C:17]1[CH:22]=[CH:21][CH:20]=[CH:19][CH:18]=1. The yield is 0.500. (9) The reactants are S(Cl)([Cl:3])=O.O[CH2:6][C:7]1[CH:12]=[CH:11][C:10]([C:13]2[O:14][CH:15]=[C:16]([C:18]([O:20][CH2:21][CH3:22])=[O:19])[N:17]=2)=[CH:9][CH:8]=1. The catalyst is C(Cl)Cl. The product is [Cl:3][CH2:6][C:7]1[CH:12]=[CH:11][C:10]([C:13]2[O:14][CH:15]=[C:16]([C:18]([O:20][CH2:21][CH3:22])=[O:19])[N:17]=2)=[CH:9][CH:8]=1. The yield is 0.960. (10) The reactants are [H-].[Al+3].[Li+].[H-].[H-].[H-].C[O:8][C:9](=O)[C:10]1[CH:15]=[CH:14][C:13]([CH2:16][N:17]2[CH2:22][CH2:21][CH2:20][N:19]3[CH2:23][CH2:24][CH2:25][CH:18]23)=[CH:12][CH:11]=1.O.[OH-].[Na+]. The catalyst is O1CCCC1. The product is [N:17]1([CH2:16][C:13]2[CH:12]=[CH:11][C:10]([CH2:9][OH:8])=[CH:15][CH:14]=2)[CH2:22][CH2:21][CH2:20][N:19]2[CH2:23][CH2:24][CH2:25][CH:18]12. The yield is 0.400.